From a dataset of Full USPTO retrosynthesis dataset with 1.9M reactions from patents (1976-2016). Predict the reactants needed to synthesize the given product. The reactants are: N([O-])=O.[Na+].[F:5][C:6]([F:15])([F:14])[C:7]1[CH:8]=[C:9]([CH:11]=[CH:12][CH:13]=1)N.[CH:16]([C:18]([CH3:20])=[O:19])=[CH2:17].C([O-])(O)=O.[Na+].[ClH:26]. Given the product [Cl:26][CH:16]([CH2:17][C:9]1[CH:11]=[CH:12][CH:13]=[C:7]([C:6]([F:15])([F:14])[F:5])[CH:8]=1)[C:18](=[O:19])[CH3:20], predict the reactants needed to synthesize it.